The task is: Regression. Given a peptide amino acid sequence and an MHC pseudo amino acid sequence, predict their binding affinity value. This is MHC class II binding data.. This data is from Peptide-MHC class II binding affinity with 134,281 pairs from IEDB. (1) The peptide sequence is LGLTQPFLGLCAFLA. The MHC is DRB3_0101 with pseudo-sequence DRB3_0101. The binding affinity (normalized) is 0. (2) The peptide sequence is LHFSEALRIIAGTPE. The MHC is HLA-DQA10201-DQB10202 with pseudo-sequence HLA-DQA10201-DQB10202. The binding affinity (normalized) is 0.210. (3) The peptide sequence is GELQIVHKIDAAFKI. The MHC is DRB4_0101 with pseudo-sequence DRB4_0103. The binding affinity (normalized) is 0.634. (4) The peptide sequence is GPPVEASAAALAGDA. The MHC is DRB1_1501 with pseudo-sequence DRB1_1501. The binding affinity (normalized) is 0. (5) The peptide sequence is IWEPTAAAIAYGLDR. The MHC is HLA-DQA10401-DQB10402 with pseudo-sequence HLA-DQA10401-DQB10402. The binding affinity (normalized) is 0.614. (6) The peptide sequence is GNGVVALRNAQLVTF. The MHC is DRB3_0101 with pseudo-sequence DRB3_0101. The binding affinity (normalized) is 0.698. (7) The MHC is DRB1_0404 with pseudo-sequence DRB1_0404. The peptide sequence is VLGLPAIKAWVAKRP. The binding affinity (normalized) is 0.527.